Dataset: Peptide-MHC class II binding affinity with 134,281 pairs from IEDB. Task: Regression. Given a peptide amino acid sequence and an MHC pseudo amino acid sequence, predict their binding affinity value. This is MHC class II binding data. (1) The MHC is DRB1_1201 with pseudo-sequence DRB1_1201. The binding affinity (normalized) is 0.607. The peptide sequence is KQQVIAELYEKFFRI. (2) The peptide sequence is GKLIHEWCCRSCTLP. The MHC is DRB1_1101 with pseudo-sequence DRB1_1101. The binding affinity (normalized) is 0.225. (3) The peptide sequence is FEAAFNDAIKASTGG. The MHC is HLA-DPA10201-DPB10501 with pseudo-sequence HLA-DPA10201-DPB10501. The binding affinity (normalized) is 0.378. (4) The peptide sequence is MMFLSLGVGADQGCAR. The MHC is DRB3_0101 with pseudo-sequence DRB3_0101. The binding affinity (normalized) is 0.401. (5) The peptide sequence is DTEVHNVWATQACVPTDPNP. The MHC is DRB1_0802 with pseudo-sequence QEFFIASGAAVDAIMESGFDYYDFDRLTYHVGFT. The binding affinity (normalized) is 0. (6) The peptide sequence is GAIWRIDPKKPLKGP. The MHC is DRB1_1501 with pseudo-sequence DRB1_1501. The binding affinity (normalized) is 0.584. (7) The peptide sequence is TNSHNDDALLKNYGL. The MHC is DRB1_0301 with pseudo-sequence DRB1_0301. The binding affinity (normalized) is 0.190. (8) The peptide sequence is MYFNLIDTKCYKL. The MHC is DRB1_1501 with pseudo-sequence DRB1_1501. The binding affinity (normalized) is 0. (9) The peptide sequence is EKDVTDITVKNCVLK. The MHC is HLA-DPA10103-DPB10401 with pseudo-sequence HLA-DPA10103-DPB10401. The binding affinity (normalized) is 0. (10) The peptide sequence is NQEILELAQSETCSPG. The MHC is DRB1_1501 with pseudo-sequence DRB1_1501. The binding affinity (normalized) is 0.350.